From a dataset of Reaction yield outcomes from USPTO patents with 853,638 reactions. Predict the reaction yield, written as a fraction of the theoretical maximum amount of product (1.0 means a 100% yield; for example, 0.34 means a 34% yield). (1) The product is [CH2:1]([O:8][C:9]1[CH:10]=[C:11]2[C:16]([CH:15]=[C:14]([Br:20])[CH2:13][CH2:12]2)=[CH:17][CH:18]=1)[C:2]1[CH:3]=[CH:4][CH:5]=[CH:6][CH:7]=1. The yield is 0.570. The reactants are [CH2:1]([O:8][C:9]1[CH:10]=[C:11]2[C:16](=[CH:17][CH:18]=1)[CH:15](O)[CH:14]([Br:20])[CH2:13][CH2:12]2)[C:2]1[CH:7]=[CH:6][CH:5]=[CH:4][CH:3]=1.O.C1(C)C=CC(S(O)(=O)=O)=CC=1.C1(C)C=CC=CC=1. The catalyst is CCOC(C)=O.CCCCCC. (2) The reactants are [CH3:1][C:2]1[C:7]([C:8]([F:11])([F:10])[F:9])=[CH:6][CH:5]=[CH:4][C:3]=1[CH2:12][N:13]1[C:17]2[CH:18]=[C:19]([N:26]3[CH2:31][CH2:30][O:29][CH2:28][CH2:27]3)[CH:20]=[C:21]([C:22]([O:24]C)=[O:23])[C:16]=2[N:15]=[C:14]1[C:32]([F:35])([F:34])[F:33].[OH-].[Li+]. The catalyst is C1COCC1. The product is [CH3:1][C:2]1[C:7]([C:8]([F:9])([F:11])[F:10])=[CH:6][CH:5]=[CH:4][C:3]=1[CH2:12][N:13]1[C:17]2[CH:18]=[C:19]([N:26]3[CH2:31][CH2:30][O:29][CH2:28][CH2:27]3)[CH:20]=[C:21]([C:22]([OH:24])=[O:23])[C:16]=2[N:15]=[C:14]1[C:32]([F:34])([F:33])[F:35]. The yield is 0.870. (3) The reactants are [Cl:1][C:2]1[CH:7]=[C:6]([F:8])[CH:5]=[CH:4][C:3]=1[C:9](=[O:11])[CH3:10].[C:12](=O)([O:16]CC)[O:13][CH2:14][CH3:15]. The catalyst is C(OCC)(=O)C. The product is [Cl:1][C:2]1[CH:7]=[C:6]([F:8])[CH:5]=[CH:4][C:3]=1[C:9](=[O:11])[CH2:10][C:12]([O:13][CH2:14][CH3:15])=[O:16]. The yield is 0.400. (4) The reactants are [CH2:1]([O:8][C:9]1[C:10](Br)=[CH:11][N:12]=[C:13]2[C:18]=1[N:17]=[C:16]([O:19][CH3:20])[CH:15]=[CH:14]2)[C:2]1[CH:7]=[CH:6][CH:5]=[CH:4][CH:3]=1.[O:22]1CCOCC1.C1(P(C2C=CC=CC=2)C2C3OC4C(=CC=CC=4P(C4C=CC=CC=4)C4C=CC=CC=4)C(C)(C)C=3C=CC=2)C=CC=CC=1.[OH-].[K+]. The catalyst is O.C1C=CC(/C=C/C(/C=C/C2C=CC=CC=2)=O)=CC=1.C1C=CC(/C=C/C(/C=C/C2C=CC=CC=2)=O)=CC=1.C1C=CC(/C=C/C(/C=C/C2C=CC=CC=2)=O)=CC=1.[Pd].[Pd].C(OCC)(=O)C. The product is [CH2:1]([O:8][C:9]1[C:18]2[C:13](=[CH:14][CH:15]=[C:16]([O:19][CH3:20])[N:17]=2)[N:12]=[CH:11][C:10]=1[OH:22])[C:2]1[CH:7]=[CH:6][CH:5]=[CH:4][CH:3]=1. The yield is 0.530. (5) The reactants are [C:1]([C:4]1[CH:12]=[CH:11][C:7]([C:8]([NH2:10])=[O:9])=[CH:6][C:5]=1[NH:13][C:14]1[CH:19]=[CH:18][C:17]([OH:20])=[CH:16][CH:15]=1)(=[O:3])[CH3:2].CS(O[CH2:26][CH2:27][O:28][CH:29]1[CH2:33][CH2:32][O:31][C:30]1=[O:34])(=O)=O. No catalyst specified. The product is [C:1]([C:4]1[CH:12]=[CH:11][C:7]([C:8]([NH2:10])=[O:9])=[CH:6][C:5]=1[NH:13][C:14]1[CH:19]=[CH:18][C:17]([O:20][CH2:26][CH2:27][O:28][CH:29]2[CH2:33][CH2:32][O:31][C:30]2=[O:34])=[CH:16][CH:15]=1)(=[O:3])[CH3:2]. The yield is 0.250. (6) The reactants are N1C=CC=NC1=O.[Cl:8][C:9]1[CH:10]=[CH:11][C:12]([F:22])=[C:13]([C:15]2[N:20]=[C:19]([OH:21])[CH:18]=[CH:17][N:16]=2)[CH:14]=1.C1C(=O)N([I:30])C(=O)C1. The catalyst is C(Cl)(Cl)Cl. The product is [Cl:8][C:9]1[CH:10]=[CH:11][C:12]([F:22])=[C:13]([C:15]2[N:20]=[C:19]([OH:21])[C:18]([I:30])=[CH:17][N:16]=2)[CH:14]=1. The yield is 0.840. (7) The reactants are Br[CH2:2][CH2:3][CH2:4][Cl:5].[H-].[Na+].[OH:8][C:9]1[CH:10]=[C:11]([CH:14]=[CH:15][CH:16]=1)[C:12]#[N:13]. The catalyst is C(O)C. The product is [Cl:5][CH2:4][CH2:3][CH2:2][O:8][C:9]1[CH:10]=[C:11]([CH:14]=[CH:15][CH:16]=1)[C:12]#[N:13]. The yield is 0.860.